This data is from Full USPTO retrosynthesis dataset with 1.9M reactions from patents (1976-2016). The task is: Predict the reactants needed to synthesize the given product. (1) Given the product [Br:1][C:2]1[C:7]([C:8]2[S:17][C:12]3[CH:13]=[CH:14][CH:15]=[CH:16][C:11]=3[N:10]=2)=[CH:6][CH:5]=[CH:4][N:3]=1, predict the reactants needed to synthesize it. The reactants are: [Br:1][C:2]1[C:7]([CH:8]=O)=[CH:6][CH:5]=[CH:4][N:3]=1.[NH2:10][C:11]1[CH:16]=[CH:15][CH:14]=[CH:13][C:12]=1[SH:17].C([O-])(=O)C.[Pb+4].C([O-])(=O)C.C([O-])(=O)C.C([O-])(=O)C.O. (2) Given the product [NH2:2][C:3]1[CH:4]=[C:5]2[C:10](=[CH:11][CH:12]=1)[O:9][CH:8]([CH2:13][C:14]([O:16][CH2:17][CH3:18])=[O:15])[CH2:7][CH2:6]2, predict the reactants needed to synthesize it. The reactants are: Cl.[NH2:2][C:3]1[CH:4]=[C:5]2[C:10](=[CH:11][CH:12]=1)[O:9][CH:8]([CH2:13][C:14]([O:16][CH2:17][CH3:18])=[O:15])[CH2:7][CH2:6]2.C(=O)([O-])O.[Na+]. (3) Given the product [Cl:10][C:11]1[N:12]=[C:13]([NH:18][CH3:19])[N:14]=[C:15]([N:1]2[CH2:6][CH2:5][CH:4]([C:7]([OH:9])=[O:8])[CH2:3][CH2:2]2)[N:16]=1, predict the reactants needed to synthesize it. The reactants are: [NH:1]1[CH2:6][CH2:5][CH:4]([C:7]([OH:9])=[O:8])[CH2:3][CH2:2]1.[Cl:10][C:11]1[N:16]=[C:15](Cl)[N:14]=[C:13]([NH:18][CH3:19])[N:12]=1.[OH-].[Na+]. (4) Given the product [F:45][C:43]([F:44])([F:46])[C:42]([C:39]1[CH:40]=[CH:41][C:36]([N:32]2[CH:33]([CH3:35])[CH2:34][N:29]([C:27](=[O:28])[CH2:26][N:13]3[C:12](=[O:17])[C@@:11]([C:8]4[CH:7]=[CH:6][C:5]([O:4][CH:2]([CH3:1])[CH3:3])=[CH:10][CH:9]=4)([CH3:18])[NH:15][C:14]3=[O:16])[C@H:30]([CH3:58])[CH2:31]2)=[C:37](/[CH:55]=[CH:56]\[CH3:57])[CH:38]=1)([OH:51])[C:47]([F:50])([F:49])[F:48], predict the reactants needed to synthesize it. The reactants are: [CH3:1][CH:2]([O:4][C:5]1[CH:10]=[CH:9][C:8]([C:11]2([CH3:18])[NH:15][C:14](=[O:16])[NH:13][C:12]2=[O:17])=[CH:7][CH:6]=1)[CH3:3].C(=O)([O-])[O-].[K+].[K+].Br[CH2:26][C:27]([N:29]1[CH2:34][C@H:33]([CH3:35])[N:32]([C:36]2[CH:41]=[CH:40][C:39]([C:42]([O:51]COC)([C:47]([F:50])([F:49])[F:48])[C:43]([F:46])([F:45])[F:44])=[CH:38][C:37]=2/[CH:55]=[CH:56]\[CH3:57])[CH2:31][C@H:30]1[CH3:58])=[O:28].O. (5) Given the product [Cl:12][C:13]1[C:18]2[N:19]([CH3:24])[C:20]([CH3:23])=[N:21][C:17]=2[CH:16]=[C:15]([Cl:25])[N:14]=1, predict the reactants needed to synthesize it. The reactants are: ClC1C(NC)=C(N)C=C(Cl)N=1.[Cl:12][C:13]1[C:18]2[N:19]([CH3:24])[C:20]([CH3:23])(O)[NH:21][C:17]=2[CH:16]=[C:15]([Cl:25])[N:14]=1.CO.CC1C=CC(S(O)(=O)=O)=CC=1. (6) Given the product [ClH:32].[C:26]1([S:23]([C:16]2[C:15]3[C:19](=[CH:20][CH:21]=[CH:22][C:14]=3[N:11]3[CH2:10][CH2:9][NH:8][CH2:13][CH2:12]3)[NH:18][N:17]=2)(=[O:25])=[O:24])[CH:27]=[CH:28][CH:29]=[CH:30][CH:31]=1, predict the reactants needed to synthesize it. The reactants are: C(OC([N:8]1[CH2:13][CH2:12][N:11]([C:14]2[CH:22]=[CH:21][CH:20]=[C:19]3[C:15]=2[C:16]([S:23]([C:26]2[CH:31]=[CH:30][CH:29]=[CH:28][CH:27]=2)(=[O:25])=[O:24])=[N:17][NH:18]3)[CH2:10][CH2:9]1)=O)(C)(C)C.[ClH:32]. (7) Given the product [Cl:8][C:6]1[N:5]=[C:4]([NH:9][C:10]2[CH:11]=[C:12]([CH:15]3[CH2:17][CH2:16]3)[NH:13][N:14]=2)[N:3]=[C:2]([N:22]2[CH2:23][C@@H:19]([OH:18])[CH2:20][C@H:21]2[C:24]([NH:26][C:27]2[S:28][C:29]([CH3:32])=[CH:30][N:31]=2)=[O:25])[N:7]=1, predict the reactants needed to synthesize it. The reactants are: Cl[C:2]1[N:7]=[C:6]([Cl:8])[N:5]=[C:4]([NH:9][C:10]2[NH:14][N:13]=[C:12]([CH:15]3[CH2:17][CH2:16]3)[CH:11]=2)[N:3]=1.[OH:18][C@@H:19]1[CH2:23][NH:22][C@H:21]([C:24]([NH:26][C:27]2[S:28][C:29]([CH3:32])=[CH:30][N:31]=2)=[O:25])[CH2:20]1.ClC1N=C(NC2NN=C(C3CC3)C=2)N=C(N2CCC[C@@]2(C)C(NC2C=NC(F)=CC=2)=O)N=1.